Dataset: Reaction yield outcomes from USPTO patents with 853,638 reactions. Task: Predict the reaction yield, written as a fraction of the theoretical maximum amount of product (1.0 means a 100% yield; for example, 0.34 means a 34% yield). (1) The reactants are C(NC(C)C)(C)C.C([Li])CCC.[C:13]([O:17][C:18]([N:20]1[CH2:25][CH2:24][C:23](=[O:26])[CH2:22][CH2:21]1)=[O:19])([CH3:16])([CH3:15])[CH3:14].C1C=CC(N([S:34]([C:37]([F:40])([F:39])[F:38])(=[O:36])=[O:35])[S:34]([C:37]([F:40])([F:39])[F:38])(=[O:36])=[O:35])=CC=1. The catalyst is O1CCCC1. The product is [C:18]([N:20]1[CH2:21][CH:22]=[C:23]([O:26][S:34]([C:37]([F:40])([F:39])[F:38])(=[O:36])=[O:35])[CH2:24][CH2:25]1)([O:17][C:13]([CH3:16])([CH3:14])[CH3:15])=[O:19]. The yield is 0.900. (2) The reactants are Cl[C:2]1[C:7]([CH:8]=[O:9])=[C:6]([N:10]2[CH2:22][CH2:21][C:20]3[N:19]4[C:14]([CH2:15][CH2:16][CH2:17][CH2:18]4)=[C:13]([F:23])[C:12]=3[C:11]2=[O:24])[N:5]=[CH:4][CH:3]=1.[CH3:25][N:26]1[C:30]([CH3:31])=[CH:29][C:28]([NH:32][C:33]2[C:34](=[O:49])[N:35]([CH3:48])[CH:36]=[C:37](B3OC(C)(C)C(C)(C)O3)[CH:38]=2)=[N:27]1.C1(P(C2CCCCC2)C2CCCCC2)CCCCC1.C([O-])([O-])=O.[Cs+].[Cs+]. The catalyst is C1C=CC(/C=C/C(/C=C/C2C=CC=CC=2)=O)=CC=1.C1C=CC(/C=C/C(/C=C/C2C=CC=CC=2)=O)=CC=1.C1C=CC(/C=C/C(/C=C/C2C=CC=CC=2)=O)=CC=1.[Pd].[Pd].O.O1CCOCC1. The product is [CH3:25][N:26]1[C:30]([CH3:31])=[CH:29][C:28]([NH:32][C:33]2[C:34](=[O:49])[N:35]([CH3:48])[CH:36]=[C:37]([C:2]3[CH:3]=[CH:4][N:5]=[C:6]([N:10]4[CH2:22][CH2:21][C:20]5[N:19]6[C:14]([CH2:15][CH2:16][CH2:17][CH2:18]6)=[C:13]([F:23])[C:12]=5[C:11]4=[O:24])[C:7]=3[CH:8]=[O:9])[CH:38]=2)=[N:27]1. The yield is 0.610. (3) The reactants are [C:1]([N:8]1[C:16]2[C:11](=[CH:12][C:13]([CH2:20]Br)=[CH:14][C:15]=2[N+:17]([O-:19])=[O:18])[C:10]([Br:22])=[C:9]1[C:23]1[CH:28]=[CH:27][CH:26]=[CH:25][CH:24]=1)([O:3][C:4]([CH3:7])([CH3:6])[CH3:5])=[O:2].CCN(CC)CC.[O:36]=[C:37]1[CH2:42][NH:41][CH2:40][CH2:39][NH:38]1.[NH4+].[Cl-]. The catalyst is C(Cl)Cl. The product is [C:1]([N:8]1[C:16]2[C:11](=[CH:12][C:13]([CH2:20][N:41]3[CH2:40][CH2:39][NH:38][C:37](=[O:36])[CH2:42]3)=[CH:14][C:15]=2[N+:17]([O-:19])=[O:18])[C:10]([Br:22])=[C:9]1[C:23]1[CH:28]=[CH:27][CH:26]=[CH:25][CH:24]=1)([O:3][C:4]([CH3:5])([CH3:6])[CH3:7])=[O:2]. The yield is 0.780. (4) The reactants are [CH3:1][S-:2].[Na+].[Cl:4][C:5]1[CH:10]=[C:9]([N+:11]([O-:13])=[O:12])[C:8](F)=[CH:7][C:6]=1[Cl:15]. The catalyst is CO. The product is [Cl:4][C:5]1[CH:10]=[C:9]([N+:11]([O-:13])=[O:12])[C:8]([S:2][CH3:1])=[CH:7][C:6]=1[Cl:15]. The yield is 0.990. (5) The reactants are [CH3:1][C:2]1[S:3][C:4]([C:8]([OH:10])=O)=[C:5]([CH3:7])[N:6]=1.C1C=CC2N(O)N=NC=2C=1.CCN=C=NCCCN(C)C.C(N(C(C)C)CC)(C)C.[CH3:41][C:42]12[CH2:49][CH:46]([NH:47][CH2:48]1)[CH2:45][C:44]([CH3:51])([CH3:50])[CH2:43]2. The catalyst is C1COCC1.O. The product is [CH3:1][C:2]1[S:3][C:4]([C:8]([N:47]2[CH2:48][C:42]3([CH3:41])[CH2:49][CH:46]2[CH2:45][C:44]([CH3:51])([CH3:50])[CH2:43]3)=[O:10])=[C:5]([CH3:7])[N:6]=1. The yield is 0.170. (6) The reactants are B(Br)(Br)Br.C[O:6][C:7]1[CH:12]=[CH:11][C:10]([C@@H:13]2[NH:17][C:16](=[O:18])[C@@H:15]([CH2:19][CH:20]=[CH2:21])[CH2:14]2)=[CH:9][C:8]=1[CH3:22]. The catalyst is C(Cl)Cl. The product is [OH:6][C:7]1[CH:12]=[CH:11][C:10]([C@@H:13]2[NH:17][C:16](=[O:18])[C@@H:15]([CH2:19][CH:20]=[CH2:21])[CH2:14]2)=[CH:9][C:8]=1[CH3:22]. The yield is 0.880. (7) The product is [CH2:19]([S:22]([N:16]([C:15]1[CH:17]=[CH:18][C:12]([O:11][C:7]2[CH:6]=[C:5]3[C:10](=[CH:9][CH:8]=2)[N:1]=[CH:2][CH:3]=[N:4]3)=[CH:13][CH:14]=1)[S:22]([CH2:19][CH2:20][CH3:21])(=[O:24])=[O:23])(=[O:24])=[O:23])[CH2:20][CH3:21]. The catalyst is C(Cl)Cl. The yield is 0.680. The reactants are [N:1]1[C:10]2[C:5](=[CH:6][C:7]([O:11][C:12]3[CH:18]=[CH:17][C:15]([NH2:16])=[CH:14][CH:13]=3)=[CH:8][CH:9]=2)[N:4]=[CH:3][CH:2]=1.[CH2:19]([S:22](Cl)(=[O:24])=[O:23])[CH2:20][CH3:21].